This data is from Forward reaction prediction with 1.9M reactions from USPTO patents (1976-2016). The task is: Predict the product of the given reaction. Given the reactants [CH3:1][O:2][C:3]([C:5]1[S:6][C:7]([C:31]#[C:32][C:33]([CH3:36])([CH3:35])[CH3:34])=[CH:8][C:9]=1[N:10]([C@H:20]1[CH2:25][CH2:24][C@@H:23](OS(C)(=O)=O)[CH2:22][CH2:21]1)[C:11]([C@H:13]1[CH2:18][CH2:17][C@H:16]([CH3:19])[CH2:15][CH2:14]1)=[O:12])=[O:4].[N-:37]=[N+:38]=[N-:39].[Na+], predict the reaction product. The product is: [CH3:1][O:2][C:3]([C:5]1[S:6][C:7]([C:31]#[C:32][C:33]([CH3:36])([CH3:35])[CH3:34])=[CH:8][C:9]=1[N:10]([C@H:20]1[CH2:25][CH2:24][C@H:23]([N:37]=[N+:38]=[N-:39])[CH2:22][CH2:21]1)[C:11]([C@H:13]1[CH2:18][CH2:17][C@H:16]([CH3:19])[CH2:15][CH2:14]1)=[O:12])=[O:4].